From a dataset of Full USPTO retrosynthesis dataset with 1.9M reactions from patents (1976-2016). Predict the reactants needed to synthesize the given product. (1) Given the product [C:20]([C:22]1[CH:29]=[CH:28][C:25]([CH2:26][NH:27][CH2:11][C@@H:9]([OH:10])[C@@H:8]([NH:12][C:13](=[O:19])[O:14][C:15]([CH3:18])([CH3:17])[CH3:16])[CH2:7][CH:1]2[CH2:6][CH2:5][CH2:4][CH2:3][CH2:2]2)=[CH:24][CH:23]=1)#[N:21], predict the reactants needed to synthesize it. The reactants are: [CH:1]1([CH2:7][C@H:8]([NH:12][C:13](=[O:19])[O:14][C:15]([CH3:18])([CH3:17])[CH3:16])[C@H:9]2[CH2:11][O:10]2)[CH2:6][CH2:5][CH2:4][CH2:3][CH2:2]1.[C:20]([C:22]1[CH:29]=[CH:28][C:25]([CH2:26][NH2:27])=[CH:24][CH:23]=1)#[N:21]. (2) Given the product [CH:28]1([N:24]([CH2:25][CH3:29])[C:22](=[O:23])[CH2:21][CH:20]2[C:13]3[C:12]([C:3]4[CH:4]=[CH:5][C:6]([C:8]([F:11])([F:9])[F:10])=[CH:7][C:2]=4[F:1])=[CH:17][N:16]=[CH:15][C:14]=3[CH2:18][CH2:19]2)[CH2:27][CH2:26]1, predict the reactants needed to synthesize it. The reactants are: [F:1][C:2]1[CH:7]=[C:6]([C:8]([F:11])([F:10])[F:9])[CH:5]=[CH:4][C:3]=1[C:12]1[C:13]2[CH:20]([CH2:21][C:22]([N:24]3[CH2:28][CH2:27][CH2:26][CH2:25]3)=[O:23])[CH2:19][CH2:18][C:14]=2[CH:15]=[N:16][CH:17]=1.[CH2:29](NC1CC1)C. (3) Given the product [CH2:1]([O:4][C:5]1[CH:10]=[C:9]([O:11][CH2:12][C:13]2[CH:9]=[CH:10][CH:5]=[CH:6][CH:7]=2)[CH:8]=[C:7]([O:15][CH2:16][C:17]2[CH:22]=[CH:23][CH:24]=[CH:25][CH:20]=2)[CH:6]=1)[C:2]1[CH:20]=[CH:25][CH:24]=[CH:23][CH:22]=1, predict the reactants needed to synthesize it. The reactants are: [C:1]([O:4][C:5]1[CH:10]=[C:9]([O:11][C:12](=O)[CH3:13])[CH:8]=[C:7]([O:15][C:16](=O)[CH3:17])[CH:6]=1)(=O)[CH3:2].C(Br)[C:20]1[CH:25]=[CH:24][CH:23]=[CH:22]C=1.[H-].[Na+].[H][H]. (4) Given the product [Cl:19][C:20]1[CH:21]=[C:22]([NH:35][C:10](=[O:12])[C:9]#[C:8][C:7]2[CH:6]=[CH:5][C:4]([C:13]3[CH:18]=[CH:17][CH:16]=[CH:15][CH:14]=3)=[CH:3][C:2]=2[Br:1])[CH:23]=[CH:24][C:25]=1[CH2:26][CH2:27][N:28]1[CH2:29][CH2:30][CH:31]([CH3:34])[CH2:32][CH2:33]1, predict the reactants needed to synthesize it. The reactants are: [Br:1][C:2]1[CH:3]=[C:4]([C:13]2[CH:18]=[CH:17][CH:16]=[CH:15][CH:14]=2)[CH:5]=[CH:6][C:7]=1[C:8]#[C:9][C:10]([OH:12])=O.[Cl:19][C:20]1[CH:21]=[C:22]([NH2:35])[CH:23]=[CH:24][C:25]=1[CH2:26][CH2:27][N:28]1[CH2:33][CH2:32][CH:31]([CH3:34])[CH2:30][CH2:29]1. (5) Given the product [CH3:13][C:12]1[C:7]([NH:32][C:29]2[CH:28]=[CH:27][C:26]([O:25][C:24]([F:33])([F:34])[F:23])=[CH:31][CH:30]=2)=[N:8][C:9]([NH:15][CH2:16][C:17]2[CH:22]=[CH:21][CH:20]=[CH:19][N:18]=2)=[N:10][C:11]=1[CH3:14], predict the reactants needed to synthesize it. The reactants are: C1(N[C:7]2[C:12]([CH3:13])=[C:11]([CH3:14])[N:10]=[C:9]([NH:15][CH2:16][C:17]3[CH:22]=[CH:21][CH:20]=[CH:19][N:18]=3)[N:8]=2)CCCC1.[F:23][C:24]([F:34])([F:33])[O:25][C:26]1[CH:31]=[CH:30][C:29]([NH2:32])=[CH:28][CH:27]=1. (6) The reactants are: C([O:8][C:9]1[CH:10]=[C:11]([C:15]2[N:16]=[C:17]([CH:25]3[CH2:28][CH2:27][CH2:26]3)[N:18]3[CH:23]=[CH:22][N:21]=[C:20]([NH2:24])[C:19]=23)[CH:12]=[CH:13][CH:14]=1)C1C=CC=CC=1. Given the product [NH2:24][C:20]1[C:19]2[N:18]([C:17]([CH:25]3[CH2:28][CH2:27][CH2:26]3)=[N:16][C:15]=2[C:11]2[CH:10]=[C:9]([OH:8])[CH:14]=[CH:13][CH:12]=2)[CH:23]=[CH:22][N:21]=1, predict the reactants needed to synthesize it.